From a dataset of Reaction yield outcomes from USPTO patents with 853,638 reactions. Predict the reaction yield, written as a fraction of the theoretical maximum amount of product (1.0 means a 100% yield; for example, 0.34 means a 34% yield). The reactants are [Cl:1][C:2]1[CH:3]=[C:4]([I:9])[C:5]([NH2:8])=[N:6][CH:7]=1.COC(OC)[N:13]([CH3:15])C.Cl.NO.C([O-])(O)=[O:22].[Na+]. The catalyst is C(O)(C)C. The product is [Cl:1][C:2]1[CH:3]=[C:4]([I:9])[C:5](/[N:8]=[CH:15]\[NH:13][OH:22])=[N:6][CH:7]=1. The yield is 0.880.